From a dataset of Reaction yield outcomes from USPTO patents with 853,638 reactions. Predict the reaction yield, written as a fraction of the theoretical maximum amount of product (1.0 means a 100% yield; for example, 0.34 means a 34% yield). The yield is 0.0200. The reactants are [S:1]([CH2:4][C:5]1[CH:6]=[C:7]([CH:10]=[CH:11][CH:12]=1)[CH:8]=O)[C:2]#[N:3].[CH:13]1[CH:18]=[CH:17][C:16]([CH:19]([C:25]2[NH:29][CH:28]=[CH:27][CH:26]=2)[C:20]2[NH:24][CH:23]=[CH:22][CH:21]=2)=[CH:15][CH:14]=1.[NH4+:30].[Cl-].O([CH2:35][CH3:36])CC.C([C:39]1[C:45](=O)[C:44](Cl)=[C:43](Cl)[C:41](=O)[C:40]=1[C:49]#N)#N. The catalyst is C(#N)C. The product is [C:40]1([C:49]2[C:23]3[CH:22]=[CH:21][C:20]([N:24]=3)=[C:8]([C:7]3[CH:10]=[CH:11][CH:12]=[C:5]([CH2:4][S:1][C:2]#[N:3])[CH:6]=3)[C:28]3[NH:29][C:25]([C:19]([C:16]4[CH:17]=[CH:18][CH:13]=[CH:14][CH:15]=4)=[C:20]4[N:24]=[C:23]([C:15]([C:36]5[CH:35]=[CH:16][CH:19]=[CH:25][CH:26]=5)=[C:14]5[NH:30][C:17]=2[CH:18]=[CH:13]5)[CH:22]=[CH:21]4)=[CH:26][CH:27]=3)[CH:39]=[CH:45][CH:44]=[CH:43][CH:41]=1.